Dataset: Full USPTO retrosynthesis dataset with 1.9M reactions from patents (1976-2016). Task: Predict the reactants needed to synthesize the given product. Given the product [Cl:1][C:2]1[CH:7]=[CH:6][C:5]([CH2:8][C:9]2[C:18]3[C:13](=[CH:14][CH:15]=[CH:16][CH:17]=3)[C:12](=[O:19])[N:11]([CH2:20][C@@H:21]3[CH2:25][CH2:24][CH2:23][N:22]3[CH2:26][CH2:27][CH2:28][CH2:29][C:30]3[CH:31]=[CH:32][C:33]([OH:36])=[CH:34][CH:35]=3)[N:10]=2)=[CH:4][CH:3]=1, predict the reactants needed to synthesize it. The reactants are: [Cl:1][C:2]1[CH:7]=[CH:6][C:5]([CH2:8][C:9]2[C:18]3[C:13](=[CH:14][CH:15]=[CH:16][CH:17]=3)[C:12](=[O:19])[N:11]([CH2:20][C@@H:21]3[CH2:25][CH2:24][CH2:23][N:22]3[CH2:26][CH2:27][CH2:28][CH2:29][C:30]3[CH:35]=[CH:34][C:33]([O:36]C)=[CH:32][CH:31]=3)[N:10]=2)=[CH:4][CH:3]=1.B(Br)(Br)Br.